From a dataset of Forward reaction prediction with 1.9M reactions from USPTO patents (1976-2016). Predict the product of the given reaction. Given the reactants [CH2:1]([O:8][CH2:9][CH2:10][N:11]1[CH2:16][CH2:15][C:14]2[O:17][CH:18]=[C:19]([C:20]([OH:22])=O)[C:13]=2[C:12]1=[O:23])[C:2]1[CH:7]=[CH:6][CH:5]=[CH:4][CH:3]=1.C(N(CC)CC)C.ClC(OCC)=O.[NH2:37][C:38]1[CH:39]=[CH:40][C:41]([N:47]2[CH2:52][CH2:51][N:50]([C:53](=[O:55])[CH3:54])[CH2:49][CH2:48]2)=[N:42][C:43]=1[O:44][CH2:45][CH3:46], predict the reaction product. The product is: [C:53]([N:50]1[CH2:51][CH2:52][N:47]([C:41]2[N:42]=[C:43]([O:44][CH2:45][CH3:46])[C:38]([NH:37][C:20]([C:19]3[C:13]4[C:12](=[O:23])[N:11]([CH2:10][CH2:9][O:8][CH2:1][C:2]5[CH:3]=[CH:4][CH:5]=[CH:6][CH:7]=5)[CH2:16][CH2:15][C:14]=4[O:17][CH:18]=3)=[O:22])=[CH:39][CH:40]=2)[CH2:48][CH2:49]1)(=[O:55])[CH3:54].